From a dataset of Forward reaction prediction with 1.9M reactions from USPTO patents (1976-2016). Predict the product of the given reaction. (1) Given the reactants [Br:1][C:2]1[CH:3]=[N:4][C:5]([N:8]([CH3:19])[C@H:9]2[CH2:14][CH2:13][C@H:12]([C:15]#[C:16][CH2:17][OH:18])[CH2:11][CH2:10]2)=[N:6][CH:7]=1.[CH3:20][S:21](Cl)(=[O:23])=[O:22].N1C=CC=CC=1.O, predict the reaction product. The product is: [Br:1][C:2]1[CH:7]=[N:6][C:5]([N:8]([CH3:19])[C@H:9]2[CH2:10][CH2:11][C@H:12]([C:15]#[C:16][CH2:17][O:18][S:21]([CH3:20])(=[O:23])=[O:22])[CH2:13][CH2:14]2)=[N:4][CH:3]=1. (2) Given the reactants [F:1][CH:2]([F:13])[C:3]1[CH:8]=[C:7]([F:9])[CH:6]=[CH:5][C:4]=1[N+:10]([O-])=O.Cl, predict the reaction product. The product is: [F:13][CH:2]([F:1])[C:3]1[CH:8]=[C:7]([F:9])[CH:6]=[CH:5][C:4]=1[NH2:10]. (3) Given the reactants C([O:5][C:6]([CH:8]1[CH2:11][N:10]([CH2:12][C:13]2[CH:18]=[C:17]([NH:19][C@@H:20]([C:23]3[CH:28]=[C:27]([CH3:29])[C:26]([Cl:30])=[C:25]([CH3:31])[CH:24]=3)[CH2:21][CH3:22])[CH:16]=[CH:15][C:14]=2[Cl:32])[CH2:9]1)=[O:7])(C)(C)C.Cl, predict the reaction product. The product is: [Cl:32][C:14]1[CH:15]=[CH:16][C:17]([NH:19][C@@H:20]([C:23]2[CH:28]=[C:27]([CH3:29])[C:26]([Cl:30])=[C:25]([CH3:31])[CH:24]=2)[CH2:21][CH3:22])=[CH:18][C:13]=1[CH2:12][N:10]1[CH2:9][CH:8]([C:6]([OH:7])=[O:5])[CH2:11]1. (4) Given the reactants [Cl-].[CH:2]1([CH:5]([N:8]([CH3:23])[C:9]([C:11]2[N:12]=[C:13]([CH3:22])[S:14][C:15]=2[C:16]2[CH:21]=[CH:20][CH:19]=[CH:18][CH:17]=2)=[O:10])[CH2:6][NH3+:7])[CH2:4][CH2:3]1.[O:24]1[C:28]2=[CH:29][CH:30]=[CH:31][C:32]([C:33](O)=[O:34])=[C:27]2[CH:26]=[CH:25]1.CCN(C(C)C)C(C)C.CN(C(ON1N=NC2C=CC=NC1=2)=[N+](C)C)C.F[P-](F)(F)(F)(F)F, predict the reaction product. The product is: [O:24]1[C:28]2=[CH:29][CH:30]=[CH:31][C:32]([C:33]([NH:7][CH2:6][CH:5]([N:8]([CH3:23])[C:9]([C:11]3[N:12]=[C:13]([CH3:22])[S:14][C:15]=3[C:16]3[CH:21]=[CH:20][CH:19]=[CH:18][CH:17]=3)=[O:10])[CH:2]3[CH2:4][CH2:3]3)=[O:34])=[C:27]2[CH:26]=[CH:25]1. (5) Given the reactants [F:1][C:2]1[C:10]([NH:11][C:12]([O:14][CH3:15])=[O:13])=[CH:9][CH:8]=[C:7]([F:16])[C:3]=1C(O)=O.C(O)(C)(C)C.C1(P([N:36]=[N+]=[N-])(C2C=CC=CC=2)=O)C=CC=CC=1.C(=O)([O-])O.[Na+], predict the reaction product. The product is: [CH3:15][O:14][C:12](=[O:13])[NH:11][C:10]1[CH:9]=[CH:8][C:7]([F:16])=[C:3]([NH2:36])[C:2]=1[F:1]. (6) Given the reactants Cl[C:2]1[N:7]=[CH:6][C:5]2[C:8]([S:14]([CH3:17])(=[O:16])=[O:15])=[CH:9][N:10]([CH:11]([CH3:13])[CH3:12])[C:4]=2[CH:3]=1.[CH3:18][O:19][CH:20]1[CH2:25][CH2:24][N:23]([C:26]2[N:31]=[C:30]([NH2:32])[CH:29]=[CH:28][N:27]=2)[CH2:22][CH2:21]1.CC(C)([O-])C.[Na+], predict the reaction product. The product is: [CH:11]([N:10]1[C:4]2[CH:3]=[C:2]([NH:32][C:30]3[CH:29]=[CH:28][N:27]=[C:26]([N:23]4[CH2:22][CH2:21][CH:20]([O:19][CH3:18])[CH2:25][CH2:24]4)[N:31]=3)[N:7]=[CH:6][C:5]=2[C:8]([S:14]([CH3:17])(=[O:16])=[O:15])=[CH:9]1)([CH3:13])[CH3:12]. (7) Given the reactants [OH:1][C:2]1[CH:11]=[C:10]2[C:5]([CH:6]=[C:7]([C:13]([O:15]CC)=[O:14])[C:8](=[O:12])[O:9]2)=[CH:4][CH:3]=1.[O:18]([C:25]1[CH:26]=[C:27]([CH:30]=[CH:31][CH:32]=1)[CH2:28]Cl)[C:19]1[CH:24]=[CH:23][CH:22]=[CH:21][CH:20]=1.C([O-])([O-])=O.[K+].[K+].O, predict the reaction product. The product is: [O:18]([C:25]1[CH:26]=[C:27]([CH:30]=[CH:31][CH:32]=1)[CH2:28][O:1][C:2]1[CH:11]=[C:10]2[C:5]([CH:6]=[C:7]([C:13]([OH:15])=[O:14])[C:8](=[O:12])[O:9]2)=[CH:4][CH:3]=1)[C:19]1[CH:20]=[CH:21][CH:22]=[CH:23][CH:24]=1. (8) Given the reactants [Si]([O:18][C:19]1[CH:62]=[CH:61][C:22]([O:23][CH2:24][C@@H:25]([OH:60])[CH2:26][NH:27][CH2:28][CH2:29][C:30]2[CH:59]=[CH:58][C:33]([NH:34][CH:35]3[CH2:40][CH2:39][N:38]([C:41]([NH:43][CH2:44][CH:45](C4C=CC=CC=4)[C:46]4[CH:51]=CC=C[CH:47]=4)=[O:42])[CH2:37][CH2:36]3)=[CH:32][CH:31]=2)=[CH:21][CH:20]=1)(C(C)(C)C)(C1C=CC=CC=1)C1C=CC=CC=1, predict the reaction product. The product is: [CH3:47][CH:46]([CH3:51])[CH2:45][CH2:44][NH:43][C:41]([N:38]1[CH2:37][CH2:36][CH:35]([NH:34][C:33]2[CH:58]=[CH:59][C:30]([CH2:29][CH2:28][NH:27][CH2:26][C@H:25]([OH:60])[CH2:24][O:23][C:22]3[CH:21]=[CH:20][C:19]([OH:18])=[CH:62][CH:61]=3)=[CH:31][CH:32]=2)[CH2:40][CH2:39]1)=[O:42].